Dataset: Catalyst prediction with 721,799 reactions and 888 catalyst types from USPTO. Task: Predict which catalyst facilitates the given reaction. (1) Reactant: [Br:1][C:2]1[CH:7]=[CH:6][CH:5]=[CH:4][C:3]=1[N:8]=[C:9]=[O:10].[F:11][C:12]([F:26])([F:25])[C:13]1[CH:14]=[CH:15][C:16]([N:19]2[CH2:23][CH2:22][C@@H:21]([NH2:24])[CH2:20]2)=[N:17][CH:18]=1. Product: [Br:1][C:2]1[CH:7]=[CH:6][CH:5]=[CH:4][C:3]=1[NH:8][C:9]([NH:24][C@@H:21]1[CH2:22][CH2:23][N:19]([C:16]2[CH:15]=[CH:14][C:13]([C:12]([F:26])([F:25])[F:11])=[CH:18][N:17]=2)[CH2:20]1)=[O:10]. The catalyst class is: 27. (2) Product: [OH:10][C@@H:11]1[CH2:28][N:14]2[C:15](=[O:27])[CH2:16][CH2:17][N:18]([C:20]([O:22][C:23]([CH3:24])([CH3:25])[CH3:26])=[O:21])[CH2:19][C@@H:13]2[CH2:12]1. The catalyst class is: 5. Reactant: [N+](C1C=CC(C([O:10][C@@H:11]2[CH2:28][N:14]3[C:15](=[O:27])[CH2:16][CH2:17][N:18]([C:20]([O:22][C:23]([CH3:26])([CH3:25])[CH3:24])=[O:21])[CH2:19][C@@H:13]3[CH2:12]2)=O)=CC=1)([O-])=O.C(=O)([O-])[O-].[K+].[K+].C(OCC)(=O)C.CO. (3) Reactant: Cl.[CH3:2][N:3]1[C:7]2[C:8]([CH3:13])=[CH:9][C:10]([NH2:12])=[CH:11][C:6]=2[N:5]=[C:4]1[CH3:14].[I:15][C:16]1[CH:21]=[C:20](I)[N:19]=[CH:18][N:17]=1. Product: [I:15][C:16]1[N:17]=[CH:18][N:19]=[C:20]([NH:12][C:10]2[CH:9]=[C:8]([CH3:13])[C:7]3[N:3]([CH3:2])[C:4]([CH3:14])=[N:5][C:6]=3[CH:11]=2)[CH:21]=1. The catalyst class is: 51. (4) Reactant: FC(F)(F)C(O)=O.C(OC([NH:15][N:16]([C:30]1[CH:35]=[CH:34][CH:33]=[CH:32][C:31]=1[F:36])[C:17]([CH:19]1[C:24](=O)[C@:23]2([CH3:29])[C:26]([CH3:28])([CH3:27])[C@H:20]1[CH2:21][CH2:22]2)=[O:18])=O)(C)(C)C. Product: [F:36][C:31]1[CH:32]=[CH:33][CH:34]=[CH:35][C:30]=1[N:16]1[C:17](=[O:18])[C:19]2[C@H:20]3[C:26]([CH3:28])([CH3:27])[C@:23]([CH3:29])([CH2:22][CH2:21]3)[C:24]=2[NH:15]1. The catalyst class is: 4.